This data is from Reaction yield outcomes from USPTO patents with 853,638 reactions. The task is: Predict the reaction yield, written as a fraction of the theoretical maximum amount of product (1.0 means a 100% yield; for example, 0.34 means a 34% yield). The reactants are Br[C:2]1[CH:3]=[N:4][N:5]([CH3:18])[C:6]=1[C:7]1[CH:8]=[C:9]([C:14]([O:16][CH3:17])=[O:15])[S:10][C:11]=1[CH2:12][CH3:13].[C:19](=O)([O-])[O-].[K+].[K+].CB1OB(C)OB(C)O1. The catalyst is CN(C)C=O.C1C=CC(P(C2C=CC=CC=2)[C-]2C=CC=C2)=CC=1.C1C=CC(P(C2C=CC=CC=2)[C-]2C=CC=C2)=CC=1.Cl[Pd]Cl.[Fe+2]. The product is [CH3:18][N:5]1[C:6]([C:7]2[CH:8]=[C:9]([C:14]([O:16][CH3:17])=[O:15])[S:10][C:11]=2[CH2:12][CH3:13])=[C:2]([CH3:19])[CH:3]=[N:4]1. The yield is 0.560.